The task is: Regression/Classification. Given an antibody's heavy chain and light chain sequences, predict its developability. TAP uses regression for 5 developability metrics; SAbDab uses binary classification.. This data is from Antibody developability classification from SAbDab with 2,409 antibodies. The antibody is ['QVQLKESGPGLVAPSQSLSITCTVSGFSLIGYDINWVRQPPGKGLEWLGMIWGDGTTDYNSALKSRLSISKDNSKSQVFLKMNSLRTDDTATYSCARGGYYYGTSYYFDYWGQGTTLTVSS', 'DIQMTQTTSSLSASLGDRVTISCRASQDISNHLNWYQQKPDGTVKLLIYYISRFHSGVPSRFSGSGSGTDYSLTISNLEQEDIATYFCQQSKTLPYTFGGGTKLEIK']. Result: 1 (developable).